This data is from Reaction yield outcomes from USPTO patents with 853,638 reactions. The task is: Predict the reaction yield, written as a fraction of the theoretical maximum amount of product (1.0 means a 100% yield; for example, 0.34 means a 34% yield). (1) The reactants are Br[C:2]1[CH:3]=[C:4]2[C:10]([C:11]3[CH:16]=[CH:15][CH:14]=[CH:13][C:12]=3[O:17][CH3:18])=[CH:9][NH:8][C:5]2=[N:6][CH:7]=1.[CH3:19][C:20]1[C:24](B(O)O)=[C:23]([CH3:28])[O:22][N:21]=1.ClCCl.C(=O)([O-])[O-].[Na+].[Na+]. The catalyst is O.CO.ClCCl.C1C=CC(P(C2C=CC=CC=2)[C-]2C=CC=C2)=CC=1.C1C=CC(P(C2C=CC=CC=2)[C-]2C=CC=C2)=CC=1.Cl[Pd]Cl.[Fe+2].C(#N)C. The product is [CH3:19][C:20]1[C:24]([C:2]2[CH:3]=[C:4]3[C:10]([C:11]4[CH:16]=[CH:15][CH:14]=[CH:13][C:12]=4[O:17][CH3:18])=[CH:9][NH:8][C:5]3=[N:6][CH:7]=2)=[C:23]([CH3:28])[O:22][N:21]=1. The yield is 0.710. (2) The reactants are [ClH:1].Cl.[N+:3]([C:6]1[CH:18]=[CH:17][C:9]([CH2:10][N:11]2[CH2:16][CH2:15][NH:14][CH2:13][CH2:12]2)=[CH:8][CH:7]=1)([O-:5])=[O:4].C(N(CC)CC)C.[Cl:26][CH2:27][C:28]([C:30]1[CH:35]=[CH:34][CH:33]=[CH:32][CH:31]=1)=[O:29]. The catalyst is C1C=CC=CC=1. The product is [ClH:26].[ClH:1].[N+:3]([C:6]1[CH:18]=[CH:17][C:9]([CH2:10][N:11]2[CH2:16][CH2:15][N:14]([CH2:27][C:28]([C:30]3[CH:35]=[CH:34][CH:33]=[CH:32][CH:31]=3)=[O:29])[CH2:13][CH2:12]2)=[CH:8][CH:7]=1)([O-:5])=[O:4]. The yield is 0.595. (3) The yield is 0.800. The product is [Cl:25][C:19]1[CH:20]=[C:21]([F:24])[CH:22]=[CH:23][C:18]=1[O:17][C:11]1[CH:10]=[C:9]2[C:14]([C:15]([OH:16])=[C:6]([C:4]([NH:36][CH2:35][C:34]([CH3:38])([CH3:37])[C:33]([OH:39])=[O:32])=[O:5])[N:7]=[C:8]2[C:26]#[N:27])=[CH:13][CH:12]=1. The catalyst is CO. The reactants are C(O[C:4]([C:6]1[N:7]=[C:8]([C:26]#[N:27])[C:9]2[C:14]([C:15]=1[OH:16])=[CH:13][CH:12]=[C:11]([O:17][C:18]1[CH:23]=[CH:22][C:21]([F:24])=[CH:20][C:19]=1[Cl:25])[CH:10]=2)=[O:5])C.C([O:32][C:33](=[O:39])[C:34]([CH3:38])([CH3:37])[CH2:35][NH2:36])(C)(C)C.C(O)(=O)C. (4) The reactants are [C:1]1(P(C2C=CC=CC=2)C2C=CC=CC=2)[CH:6]=CC=C[CH:2]=1.[Cl:20][C:21]1[CH:22]=[C:23]([CH:26]=[CH:27][C:28]=1[OH:29])[C:24]#[N:25].N(C(OC(C)(C)C)=O)=NC(OC(C)(C)C)=O.C(O)(C)C. The catalyst is O1CCCC1. The product is [Cl:20][C:21]1[CH:22]=[C:23]([CH:26]=[CH:27][C:28]=1[O:29][CH:1]([CH3:6])[CH3:2])[C:24]#[N:25]. The yield is 0.910. (5) The reactants are O=C1C2C(=CC=CC=2)C(=O)[N:3]1[CH:12]1[CH2:33][C:15]2[N:16]([CH2:25][C:26]3[CH:31]=[CH:30][CH:29]=[C:28]([F:32])[N:27]=3)[C:17]3[CH:18]=[CH:19][C:20]([C:23]#[N:24])=[CH:21][C:22]=3[C:14]=2[CH2:13]1.O.NN. The catalyst is C(O)C.O1CCCC1.C(OCC)(=O)C. The product is [NH2:3][CH:12]1[CH2:33][C:15]2[N:16]([CH2:25][C:26]3[CH:31]=[CH:30][CH:29]=[C:28]([F:32])[N:27]=3)[C:17]3[CH:18]=[CH:19][C:20]([C:23]#[N:24])=[CH:21][C:22]=3[C:14]=2[CH2:13]1. The yield is 0.910. (6) The reactants are [Cl:1][C:2]1[NH:10][CH:9]=[N:8][C:7]2[C:3]=1[N:4]=[CH:5][N:6]=2.O[CH2:12][N:13]1[CH2:17][CH:16]([CH2:18][CH2:19][CH3:20])[CH2:15][C:14]1=[O:21].C(N(CC)C(Cl)=O)C. The catalyst is CC#N. The product is [Cl:1][C:2]1[N:10]=[CH:9][N:8]=[C:7]2[C:3]=1[N:4]=[CH:5][N:6]2[CH2:12][N:13]1[CH2:17][CH:16]([CH2:18][CH2:19][CH3:20])[CH2:15][C:14]1=[O:21]. The yield is 0.990. (7) The reactants are [Br:1][CH2:2][C:3]1[CH:8]=[CH:7][CH:6]=[C:5]([O:9][CH3:10])[CH:4]=1.[Br:11]Br.CCCCCC. The catalyst is C(Cl)(Cl)Cl. The product is [Br:11][C:8]1[CH:7]=[CH:6][C:5]([O:9][CH3:10])=[CH:4][C:3]=1[CH2:2][Br:1]. The yield is 0.550. (8) The reactants are [NH2:1][C:2]1[C:7]2=[C:8]([C:16]3[CH:21]=[CH:20][C:19]([NH:22][C:23]([NH:25][C:26]4[CH:31]=[C:30]([C:32]([F:35])([F:34])[F:33])[CH:29]=[CH:28][C:27]=4[F:36])=[O:24])=[CH:18][CH:17]=3)[C:9]([CH2:13][O:14][CH3:15])=[C:10]([CH:11]=[O:12])[N:6]2[N:5]=[CH:4][N:3]=1.[CH3:37][Li]. The catalyst is C1COCC1. The product is [NH2:1][C:2]1[C:7]2=[C:8]([C:16]3[CH:21]=[CH:20][C:19]([NH:22][C:23]([NH:25][C:26]4[CH:31]=[C:30]([C:32]([F:33])([F:34])[F:35])[CH:29]=[CH:28][C:27]=4[F:36])=[O:24])=[CH:18][CH:17]=3)[C:9]([CH2:13][O:14][CH3:15])=[C:10]([CH:11]([OH:12])[CH3:37])[N:6]2[N:5]=[CH:4][N:3]=1. The yield is 0.500.